Dataset: Forward reaction prediction with 1.9M reactions from USPTO patents (1976-2016). Task: Predict the product of the given reaction. The product is: [F:1][C:2]1[CH:3]=[C:4]([CH:5]=[CH:6][C:7]=1[N+:8]([O-:10])=[O:9])[C:11]([NH:26][NH:27][C:28]([NH2:30])=[S:29])=[O:13]. Given the reactants [F:1][C:2]1[CH:3]=[C:4]([C:11]([OH:13])=O)[CH:5]=[CH:6][C:7]=1[N+:8]([O-:10])=[O:9].C(N1C=CN=C1)(N1C=CN=C1)=O.[NH2:26][NH:27][C:28]([NH2:30])=[S:29], predict the reaction product.